From a dataset of Forward reaction prediction with 1.9M reactions from USPTO patents (1976-2016). Predict the product of the given reaction. (1) Given the reactants [CH:1]([C:3]1[CH:10]=[CH:9][C:6]([C:7]#[N:8])=[CH:5][CH:4]=1)=[O:2].[BH4-].[Na+].O, predict the reaction product. The product is: [OH:2][CH2:1][C:3]1[CH:10]=[CH:9][C:6]([C:7]#[N:8])=[CH:5][CH:4]=1. (2) The product is: [CH:1]([N:4]1[C:8]2=[N:9][C:10]([C:19]3[CH:24]=[CH:23][CH:22]=[C:21]([O:25][CH2:41][C@H:42]4[CH2:44][O:43]4)[CH:20]=3)=[CH:11][C:12]([N:13]3[CH2:14][CH2:15][O:16][CH2:17][CH2:18]3)=[C:7]2[CH:6]=[N:5]1)([CH3:3])[CH3:2]. Given the reactants [CH:1]([N:4]1[C:8]2=[N:9][C:10]([C:19]3[CH:20]=[C:21]([OH:25])[CH:22]=[CH:23][CH:24]=3)=[CH:11][C:12]([N:13]3[CH2:18][CH2:17][O:16][CH2:15][CH2:14]3)=[C:7]2[CH:6]=[N:5]1)([CH3:3])[CH3:2].[H-].[Na+].[N+](C1C=C(S(O[CH2:41][C@H:42]2[CH2:44][O:43]2)(=O)=O)C=CC=1)([O-])=O, predict the reaction product. (3) Given the reactants [OH:1][C:2]1[CH:3]=[C:4]([CH2:12][C:13]([OH:15])=[O:14])[CH:5]=[C:6]([C:8]([F:11])([F:10])[F:9])[CH:7]=1.[C:16]1([S:22]([C:25]2[CH:30]=[CH:29][C:28](F)=[C:27]([F:32])[CH:26]=2)(=[O:24])=[O:23])[CH:21]=[CH:20][CH:19]=[CH:18][CH:17]=1, predict the reaction product. The product is: [F:32][C:27]1[CH:26]=[C:25]([S:22]([C:16]2[CH:17]=[CH:18][CH:19]=[CH:20][CH:21]=2)(=[O:23])=[O:24])[CH:30]=[CH:29][C:28]=1[O:1][C:2]1[CH:3]=[C:4]([CH2:12][C:13]([OH:15])=[O:14])[CH:5]=[C:6]([C:8]([F:9])([F:10])[F:11])[CH:7]=1. (4) Given the reactants [C:1]([CH2:3][CH2:4][CH2:5][CH2:6][CH2:7][CH2:8][N:9]1[C@@H:13](/[CH:14]=[CH:15]/[C:16](=[O:24])[CH2:17][C:18]2[CH:23]=[CH:22][CH:21]=[CH:20][CH:19]=2)[CH2:12][N:11]([C:25]([O:27][CH2:28]C2C=CC=CC=2)=[O:26])[C:10]1=[O:35])#[N:2].[BH4-].[Na+].CC(C)=O, predict the reaction product. The product is: [C:1]([CH2:3][CH2:4][CH2:5][CH2:6][CH2:7][CH2:8][N:9]1[C@@H:13](/[CH:14]=[CH:15]/[CH:16]([OH:24])[CH2:17][C:18]2[CH:19]=[CH:20][CH:21]=[CH:22][CH:23]=2)[CH2:12][N:11]([C:25]([O:27][CH3:28])=[O:26])[C:10]1=[O:35])#[N:2]. (5) Given the reactants [NH2:1][C:2]1[S:3]/[C:4](=[CH:8]\[C:9]2[CH:14]=[C:13]([O:15][CH3:16])[C:12]([OH:17])=[C:11]([Cl:18])[CH:10]=2)/[C:5](=[O:7])[N:6]=1.Br[CH2:20][C:21]([C:23]1[CH:28]=[CH:27][CH:26]=[C:25]([O:29][CH2:30][CH2:31][O:32][CH2:33][CH2:34][O:35][CH2:36][CH2:37][F:38])[CH:24]=1)=O, predict the reaction product. The product is: [Cl:18][C:11]1[CH:10]=[C:9](/[CH:8]=[C:4]2/[C:5](=[O:7])[N:6]3[CH:20]=[C:21]([C:23]4[CH:28]=[CH:27][CH:26]=[C:25]([O:29][CH2:30][CH2:31][O:32][CH2:33][CH2:34][O:35][CH2:36][CH2:37][F:38])[CH:24]=4)[N:1]=[C:2]3[S:3]/2)[CH:14]=[C:13]([O:15][CH3:16])[C:12]=1[OH:17]. (6) Given the reactants [CH:1]([C:3]1[NH:4][C:5]([CH3:11])=[CH:6][C:7]=1[C:8]([OH:10])=O)=[O:2].C(N=C=NCCCN(C)C)C.ON1C2C=CC=CC=2N=N1.C(N(CC)CC)C.[CH2:40]([N:42]([CH2:46][CH3:47])[CH2:43][CH2:44][NH2:45])[CH3:41], predict the reaction product. The product is: [CH2:40]([N:42]([CH2:46][CH3:47])[CH2:43][CH2:44][NH:45][C:8]([C:7]1[CH:6]=[C:5]([CH3:11])[NH:4][C:3]=1[CH:1]=[O:2])=[O:10])[CH3:41]. (7) Given the reactants [Cl:1][C:2]1[CH:3]=[C:4]([NH:9][C:10]2[N:14]=[C:13]([NH2:15])[NH:12][N:11]=2)[CH:5]=[C:6]([Cl:8])[CH:7]=1.[C:16]([O:20][C:21](=[O:30])[C:22]1[CH:27]=[CH:26][C:25]([CH:28]=O)=[CH:24][CH:23]=1)([CH3:19])([CH3:18])[CH3:17].[BH4-].[Na+], predict the reaction product. The product is: [Cl:1][C:2]1[CH:3]=[C:4]([NH:9][C:10]2[N:14]=[C:13]([NH:15][CH2:28][C:25]3[CH:26]=[CH:27][C:22]([C:21]([O:20][C:16]([CH3:17])([CH3:19])[CH3:18])=[O:30])=[CH:23][CH:24]=3)[NH:12][N:11]=2)[CH:5]=[C:6]([Cl:8])[CH:7]=1. (8) Given the reactants [CH3:1][NH2:2].CS(O[CH2:8][CH2:9][CH:10]([NH:18][C:19]([O:21][C:22]([CH3:25])([CH3:24])[CH3:23])=[O:20])[C:11]1[CH:16]=[CH:15][C:14]([Cl:17])=[CH:13][CH:12]=1)(=O)=O, predict the reaction product. The product is: [Cl:17][C:14]1[CH:15]=[CH:16][C:11]([CH:10]([NH:18][C:19](=[O:20])[O:21][C:22]([CH3:25])([CH3:24])[CH3:23])[CH2:9][CH2:8][NH:2][CH3:1])=[CH:12][CH:13]=1.